Task: Predict the reactants needed to synthesize the given product.. Dataset: Full USPTO retrosynthesis dataset with 1.9M reactions from patents (1976-2016) (1) Given the product [C:1]([O:5][C:6]([CH:8]1[CH2:13][CH2:12][N:11]([C:14]2[C:24]([F:25])=[CH:23][C:17]([C:18]([O:20][CH2:21][CH3:22])=[O:19])=[C:16]([CH2:31][N:32]3[CH2:36][CH2:35][CH2:34][C:33]3=[O:37])[N:15]=2)[CH2:10][CH2:9]1)=[O:7])([CH3:4])([CH3:3])[CH3:2], predict the reactants needed to synthesize it. The reactants are: [C:1]([O:5][C:6]([CH:8]1[CH2:13][CH2:12][N:11]([C:14]2[C:24]([F:25])=[CH:23][C:17]([C:18]([O:20][CH2:21][CH3:22])=[O:19])=[C:16](Cl)[N:15]=2)[CH2:10][CH2:9]1)=[O:7])([CH3:4])([CH3:3])[CH3:2].C[Sn]([CH2:31][N:32]1[CH2:36][CH2:35][CH2:34][C:33]1=[O:37])(C)C.F[B-](F)(F)F.C([PH+](C(C)(C)C)C(C)(C)C)(C)(C)C.[F-].[Cs+]. (2) Given the product [F:1][C:2]1[CH:3]=[CH:4][C:5]([CH2:6][N:7]2[C:11]3[CH:12]=[N:13][C:14]4[C:15](=[O:29])[N:16]([OH:20])[CH2:17][CH2:18][C:19]=4[C:10]=3[C:9]([CH2:30][N:31]3[CH2:32][CH2:33][CH2:34][CH2:35][CH2:36]3)=[CH:8]2)=[CH:37][CH:38]=1, predict the reactants needed to synthesize it. The reactants are: [F:1][C:2]1[CH:38]=[CH:37][C:5]([CH2:6][N:7]2[C:11]3[CH:12]=[N:13][C:14]4[C:15](=[O:29])[N:16]([O:20]COCC[Si](C)(C)C)[CH2:17][CH2:18][C:19]=4[C:10]=3[C:9]([CH2:30][N:31]3[CH2:36][CH2:35][CH2:34][CH2:33][CH2:32]3)=[CH:8]2)=[CH:4][CH:3]=1.Cl.